This data is from NCI-60 drug combinations with 297,098 pairs across 59 cell lines. The task is: Regression. Given two drug SMILES strings and cell line genomic features, predict the synergy score measuring deviation from expected non-interaction effect. (1) Drug 1: CC1C(C(=O)NC(C(=O)N2CCCC2C(=O)N(CC(=O)N(C(C(=O)O1)C(C)C)C)C)C(C)C)NC(=O)C3=C4C(=C(C=C3)C)OC5=C(C(=O)C(=C(C5=N4)C(=O)NC6C(OC(=O)C(N(C(=O)CN(C(=O)C7CCCN7C(=O)C(NC6=O)C(C)C)C)C)C(C)C)C)N)C. Drug 2: N.N.Cl[Pt+2]Cl. Cell line: M14. Synergy scores: CSS=34.8, Synergy_ZIP=0.624, Synergy_Bliss=6.15, Synergy_Loewe=-0.149, Synergy_HSA=2.76. (2) Drug 1: CC1=C(C=C(C=C1)NC2=NC=CC(=N2)N(C)C3=CC4=NN(C(=C4C=C3)C)C)S(=O)(=O)N.Cl. Drug 2: B(C(CC(C)C)NC(=O)C(CC1=CC=CC=C1)NC(=O)C2=NC=CN=C2)(O)O. Cell line: UACC62. Synergy scores: CSS=1.59, Synergy_ZIP=0.104, Synergy_Bliss=0.0581, Synergy_Loewe=-1.16, Synergy_HSA=-0.929. (3) Drug 1: CC1=CC=C(C=C1)C2=CC(=NN2C3=CC=C(C=C3)S(=O)(=O)N)C(F)(F)F. Drug 2: CC1C(C(CC(O1)OC2CC(OC(C2O)C)OC3=CC4=CC5=C(C(=O)C(C(C5)C(C(=O)C(C(C)O)O)OC)OC6CC(C(C(O6)C)O)OC7CC(C(C(O7)C)O)OC8CC(C(C(O8)C)O)(C)O)C(=C4C(=C3C)O)O)O)O. Cell line: HOP-92. Synergy scores: CSS=27.1, Synergy_ZIP=1.15, Synergy_Bliss=2.90, Synergy_Loewe=-21.0, Synergy_HSA=2.58. (4) Drug 1: CN(CC1=CN=C2C(=N1)C(=NC(=N2)N)N)C3=CC=C(C=C3)C(=O)NC(CCC(=O)O)C(=O)O. Drug 2: C(CC(=O)O)C(=O)CN.Cl. Cell line: OVCAR-4. Synergy scores: CSS=39.4, Synergy_ZIP=1.31, Synergy_Bliss=2.16, Synergy_Loewe=-28.4, Synergy_HSA=-1.29. (5) Drug 1: CC1C(C(=O)NC(C(=O)N2CCCC2C(=O)N(CC(=O)N(C(C(=O)O1)C(C)C)C)C)C(C)C)NC(=O)C3=C4C(=C(C=C3)C)OC5=C(C(=O)C(=C(C5=N4)C(=O)NC6C(OC(=O)C(N(C(=O)CN(C(=O)C7CCCN7C(=O)C(NC6=O)C(C)C)C)C)C(C)C)C)N)C. Drug 2: C1CN(P(=O)(OC1)NCCCl)CCCl. Cell line: ACHN. Synergy scores: CSS=10.5, Synergy_ZIP=-6.25, Synergy_Bliss=2.51, Synergy_Loewe=-27.3, Synergy_HSA=0.0441. (6) Drug 1: CN(C)N=NC1=C(NC=N1)C(=O)N. Drug 2: C1=NC2=C(N1)C(=S)N=CN2. Cell line: ACHN. Synergy scores: CSS=18.0, Synergy_ZIP=-8.30, Synergy_Bliss=-3.35, Synergy_Loewe=-4.89, Synergy_HSA=-1.57.